This data is from Forward reaction prediction with 1.9M reactions from USPTO patents (1976-2016). The task is: Predict the product of the given reaction. (1) Given the reactants [C:1]1([NH:7][C:8]2([CH2:14][NH:15][CH2:16][C:17]([O:19][CH2:20][CH3:21])=[O:18])[CH2:13][CH2:12][CH2:11][CH2:10][CH2:9]2)[CH:6]=[CH:5][CH:4]=[CH:3][CH:2]=1.[CH2:22]=O, predict the reaction product. The product is: [C:1]1([N:7]2[C:8]3([CH2:13][CH2:12][CH2:11][CH2:10][CH2:9]3)[CH2:14][N:15]([CH2:16][C:17]([O:19][CH2:20][CH3:21])=[O:18])[CH2:22]2)[CH:6]=[CH:5][CH:4]=[CH:3][CH:2]=1. (2) Given the reactants [Br:1][C:2]1[S:6][CH:5]=[C:4]([C:7]([OH:9])=O)[CH:3]=1.Cl.[CH3:11][C:12]1([CH3:19])[CH2:18][CH2:17][CH2:16][NH:15][CH2:14][CH2:13]1.C(N(CC)CC)C.CN(C(ON1N=NC2C=CC=NC1=2)=[N+](C)C)C.F[P-](F)(F)(F)(F)F, predict the reaction product. The product is: [Br:1][C:2]1[S:6][CH:5]=[C:4]([C:7]([N:15]2[CH2:16][CH2:17][CH2:18][C:12]([CH3:19])([CH3:11])[CH2:13][CH2:14]2)=[O:9])[CH:3]=1. (3) Given the reactants [O:1]([C:8]1[CH:13]=[CH:12][CH:11]=[CH:10][C:9]=1[NH2:14])[C:2]1[CH:7]=[CH:6][CH:5]=[CH:4][CH:3]=1.[CH3:15][C:16]1([CH3:27])[CH2:20][C:19]2[CH:21]=[CH:22][CH:23]=[C:24]([CH:25]=O)[C:18]=2[O:17]1.CO.[BH4-].[Na+], predict the reaction product. The product is: [CH3:15][C:16]1([CH3:27])[CH2:20][C:19]2[CH:21]=[CH:22][CH:23]=[C:24]([CH2:25][NH:14][C:9]3[CH:10]=[CH:11][CH:12]=[CH:13][C:8]=3[O:1][C:2]3[CH:3]=[CH:4][CH:5]=[CH:6][CH:7]=3)[C:18]=2[O:17]1. (4) Given the reactants [Br:1][C:2]1[CH:3]=[N:4][CH:5]=[C:6]([Br:9])[C:7]=1[NH2:8].Cl[C:11]1[C:20]2[C:15](=[C:16]([O:23][CH:24]3[CH2:28][CH2:27][CH2:26][CH2:25]3)[C:17]([O:21][CH3:22])=[CH:18][CH:19]=2)[N:14]=[CH:13][CH:12]=1, predict the reaction product. The product is: [CH:24]1([O:23][C:16]2[C:17]([O:21][CH3:22])=[CH:18][CH:19]=[C:20]3[C:15]=2[N:14]=[CH:13][CH:12]=[C:11]3[NH:8][C:7]2[C:6]([Br:9])=[CH:5][N:4]=[CH:3][C:2]=2[Br:1])[CH2:25][CH2:26][CH2:27][CH2:28]1. (5) Given the reactants [F:1][C:2]1[CH:7]=[CH:6][C:5]([N:8]2[C:16]3[C:11](=[CH:12][C:13]4[CH2:21][C:20](=[O:22])[CH2:19][CH2:18][CH2:17][C:14]=4[CH:15]=3)[CH:10]=[N:9]2)=[CH:4][CH:3]=1.[Li+].C[Si]([N-][Si](C)(C)C)(C)C.[N:33]1[CH:38]=[CH:37][CH:36]=[CH:35][C:34]=1[CH:39]=O, predict the reaction product. The product is: [F:1][C:2]1[CH:3]=[CH:4][C:5]([N:8]2[C:16]3[C:11](=[CH:12][C:13]4=[C:14]([CH2:17][CH2:18][CH2:19][C:20](=[O:22])/[C:21]/4=[CH:39]/[C:34]4[CH:35]=[CH:36][CH:37]=[CH:38][N:33]=4)[CH:15]=3)[CH:10]=[N:9]2)=[CH:6][CH:7]=1. (6) Given the reactants Br[C:2]1[CH:10]=[CH:9][C:5]([C:6]([OH:8])=[O:7])=[CH:4][C:3]=1[F:11].C([Li])CCC.[C:17]1(=[O:22])[CH2:21][CH2:20][CH2:19][CH2:18]1, predict the reaction product. The product is: [F:11][C:3]1[CH:4]=[C:5]([CH:9]=[CH:10][C:2]=1[C:17]1([OH:22])[CH2:21][CH2:20][CH2:19][CH2:18]1)[C:6]([OH:8])=[O:7].